This data is from Catalyst prediction with 721,799 reactions and 888 catalyst types from USPTO. The task is: Predict which catalyst facilitates the given reaction. (1) Reactant: COC(=O)[C:4](=[C:14]1[CH2:18][CH2:17][CH2:16][NH:15]1)[CH2:5][C:6]1[CH:11]=[CH:10][CH:9]=[C:8]([C:12]#[N:13])[CH:7]=1. Product: [N:15]1[CH2:16][CH2:17][CH2:18][C:14]=1[CH2:4][CH2:5][C:6]1[CH:7]=[C:8]([CH:9]=[CH:10][CH:11]=1)[C:12]#[N:13]. The catalyst class is: 2. (2) Reactant: [Cl:1][C:2]1[N:7]=[CH:6][C:5]2[C:8](I)=[CH:9][N:10]([CH:11]([CH3:13])[CH3:12])[C:4]=2[CH:3]=1.[NH:15]1[CH2:20][CH2:19][O:18][CH2:17][CH2:16]1.C1(P(C2CCCCC2)C2C=CC=CC=2C2C(C(C)C)=CC(C(C)C)=CC=2C(C)C)CCCCC1.C(=O)([O-])[O-].[Cs+].[Cs+]. Product: [Cl:1][C:2]1[N:7]=[CH:6][C:5]2[C:8]([N:15]3[CH2:20][CH2:19][O:18][CH2:17][CH2:16]3)=[CH:9][N:10]([CH:11]([CH3:13])[CH3:12])[C:4]=2[CH:3]=1. The catalyst class is: 102. (3) Reactant: Br[C:2]1[CH:10]=[CH:9][C:8]([O:11][CH3:12])=[CH:7][C:3]=1[C:4]([OH:6])=[O:5].C([Li])CCC.C[C:19]1[CH:24]=[CH:23][C:22]([C:25](N(OC)C)=[O:26])=[CH:21][CH:20]=1.[OH-].[Na+].C1C[O:36][CH2:35]C1. Product: [CH3:12][O:11][C:8]1[CH:9]=[CH:10][C:2]([C:25](=[O:26])[C:22]2[CH:21]=[CH:20][C:19]([O:36][CH3:35])=[CH:24][CH:23]=2)=[C:3]([CH:7]=1)[C:4]([OH:6])=[O:5]. The catalyst class is: 805.